Dataset: NCI-60 drug combinations with 297,098 pairs across 59 cell lines. Task: Regression. Given two drug SMILES strings and cell line genomic features, predict the synergy score measuring deviation from expected non-interaction effect. (1) Drug 1: CNC(=O)C1=CC=CC=C1SC2=CC3=C(C=C2)C(=NN3)C=CC4=CC=CC=N4. Drug 2: N.N.Cl[Pt+2]Cl. Cell line: NCI-H226. Synergy scores: CSS=5.53, Synergy_ZIP=0.284, Synergy_Bliss=3.42, Synergy_Loewe=-0.655, Synergy_HSA=0.156. (2) Drug 1: C1C(C(OC1N2C=NC3=C(N=C(N=C32)Cl)N)CO)O. Drug 2: CCCCC(=O)OCC(=O)C1(CC(C2=C(C1)C(=C3C(=C2O)C(=O)C4=C(C3=O)C=CC=C4OC)O)OC5CC(C(C(O5)C)O)NC(=O)C(F)(F)F)O. Cell line: HT29. Synergy scores: CSS=40.6, Synergy_ZIP=-0.719, Synergy_Bliss=3.16, Synergy_Loewe=-7.51, Synergy_HSA=0.514. (3) Drug 1: CN1C(=O)N2C=NC(=C2N=N1)C(=O)N. Drug 2: CC(C)(C#N)C1=CC(=CC(=C1)CN2C=NC=N2)C(C)(C)C#N. Cell line: RPMI-8226. Synergy scores: CSS=-2.13, Synergy_ZIP=-0.0817, Synergy_Bliss=-3.60, Synergy_Loewe=-1.85, Synergy_HSA=-4.17. (4) Drug 1: COC1=CC(=CC(=C1O)OC)C2C3C(COC3=O)C(C4=CC5=C(C=C24)OCO5)OC6C(C(C7C(O6)COC(O7)C8=CC=CS8)O)O. Drug 2: C(=O)(N)NO. Cell line: HS 578T. Synergy scores: CSS=39.4, Synergy_ZIP=17.7, Synergy_Bliss=17.4, Synergy_Loewe=-2.79, Synergy_HSA=14.8. (5) Drug 1: CS(=O)(=O)C1=CC(=C(C=C1)C(=O)NC2=CC(=C(C=C2)Cl)C3=CC=CC=N3)Cl. Drug 2: C1CN(CCN1C(=O)CCBr)C(=O)CCBr. Cell line: UO-31. Synergy scores: CSS=36.9, Synergy_ZIP=-0.0709, Synergy_Bliss=0.463, Synergy_Loewe=0.117, Synergy_HSA=2.09.